Dataset: Peptide-MHC class II binding affinity with 134,281 pairs from IEDB. Task: Regression. Given a peptide amino acid sequence and an MHC pseudo amino acid sequence, predict their binding affinity value. This is MHC class II binding data. (1) The peptide sequence is PEKPDSVTPMILKAQK. The MHC is DRB1_1101 with pseudo-sequence DRB1_1101. The binding affinity (normalized) is 0.366. (2) The peptide sequence is AWAGNWTGAPDV. The MHC is H-2-IAs with pseudo-sequence H-2-IAs. The binding affinity (normalized) is 0.155. (3) The peptide sequence is YDKFLANASTVLTGK. The MHC is DRB1_1302 with pseudo-sequence DRB1_1302. The binding affinity (normalized) is 0.851. (4) The peptide sequence is RAMFVEDIAMGYVVS. The MHC is DRB5_0101 with pseudo-sequence DRB5_0101. The binding affinity (normalized) is 0.745. (5) The peptide sequence is LKGTFTYNKMTCLIL. The MHC is DRB1_1302 with pseudo-sequence DRB1_1302. The binding affinity (normalized) is 0.849. (6) The binding affinity (normalized) is 0.0818. The peptide sequence is EGHHLASAAIFGHDG. The MHC is DRB1_0301 with pseudo-sequence DRB1_0301. (7) The peptide sequence is VSKAPQLVPKLDEVY. The MHC is DRB1_0101 with pseudo-sequence DRB1_0101. The binding affinity (normalized) is 0.0399. (8) The peptide sequence is PRRKRAAPAAVRRRP. The MHC is H-2-IAd with pseudo-sequence H-2-IAd. The binding affinity (normalized) is 0.346. (9) The peptide sequence is LELQIVDKIDAAFKI. The MHC is DRB1_1101 with pseudo-sequence DRB1_1101. The binding affinity (normalized) is 0.576. (10) The peptide sequence is HDYNFVKAINAIQKSWT. The MHC is DRB1_0404 with pseudo-sequence DRB1_0404. The binding affinity (normalized) is 0.787.